Dataset: Forward reaction prediction with 1.9M reactions from USPTO patents (1976-2016). Task: Predict the product of the given reaction. (1) Given the reactants C1(C)C=CC(S(O)(=O)=O)=CC=1.C[O:13][C:14](=[O:44])[C@H:15]([CH2:38][CH2:39][C:40]([O:42]C)=[O:41])[NH:16][C:17](=[O:37])[C:18]1[CH:23]=[CH:22][C:21]([CH2:24][CH2:25][C:26]2[C:34]3[C:33](=[O:35])[N:32]=[C:31]([NH2:36])[NH:30][C:29]=3[NH:28][CH:27]=2)=[CH:20][CH:19]=1.Cl.CC(C)=O.[OH-].[Na+:51], predict the reaction product. The product is: [CH:20]1[C:21]([CH2:24][CH2:25][C:26]2[C:34]3[C:33]([NH:32][C:31]([NH2:36])=[N:30][C:29]=3[NH:28][CH:27]=2)=[O:35])=[CH:22][CH:23]=[C:18]([C:17]([NH:16][C@@H:15]([C:14]([O-:44])=[O:13])[CH2:38][CH2:39][C:40]([O-:42])=[O:41])=[O:37])[CH:19]=1.[Na+:51].[Na+:51]. (2) Given the reactants [CH2:1]([O:8][C:9]1[CH:10]=[C:11]([CH:24]=[CH:25][C:26]=1[O:27][CH2:28][C:29]1[CH:34]=[CH:33][CH:32]=[CH:31][CH:30]=1)[C:12]1[O:13][C:14]2[C:19]([C:20](=[O:22])[CH:21]=1)=[CH:18][CH:17]=[C:16]([OH:23])[CH:15]=2)[C:2]1[CH:7]=[CH:6][CH:5]=[CH:4][CH:3]=1.C([O-])([O-])=O.[K+].[K+].Br[CH2:42][CH2:43][CH2:44][Cl:45], predict the reaction product. The product is: [Cl:45][CH2:44][CH2:43][CH2:42][O:23][C:16]1[CH:15]=[C:14]2[C:19]([C:20](=[O:22])[CH:21]=[C:12]([C:11]3[CH:24]=[CH:25][C:26]([O:27][CH2:28][C:29]4[CH:34]=[CH:33][CH:32]=[CH:31][CH:30]=4)=[C:9]([O:8][CH2:1][C:2]4[CH:3]=[CH:4][CH:5]=[CH:6][CH:7]=4)[CH:10]=3)[O:13]2)=[CH:18][CH:17]=1.